Dataset: Peptide-MHC class I binding affinity with 185,985 pairs from IEDB/IMGT. Task: Regression. Given a peptide amino acid sequence and an MHC pseudo amino acid sequence, predict their binding affinity value. This is MHC class I binding data. The peptide sequence is FPEHIFPAL. The MHC is HLA-A11:01 with pseudo-sequence HLA-A11:01. The binding affinity (normalized) is 0.0847.